The task is: Predict the product of the given reaction.. This data is from Forward reaction prediction with 1.9M reactions from USPTO patents (1976-2016). (1) Given the reactants [F:1][C:2]([C:16]1[CH:21]=[CH:20][CH:19]=[C:18]([O:22][C:23]2[CH:28]=[CH:27][C:26]([C:29]([F:32])([F:31])[F:30])=[CH:25][N:24]=2)[CH:17]=1)=[C:3]1[CH2:8][CH2:7][N:6](C(OC(C)(C)C)=O)[CH2:5][CH2:4]1.C(O)(C(F)(F)F)=O, predict the reaction product. The product is: [F:1][C:2](=[C:3]1[CH2:8][CH2:7][NH:6][CH2:5][CH2:4]1)[C:16]1[CH:17]=[C:18]([CH:19]=[CH:20][CH:21]=1)[O:22][C:23]1[CH:28]=[CH:27][C:26]([C:29]([F:31])([F:32])[F:30])=[CH:25][N:24]=1. (2) Given the reactants [Cl:1][C:2]1[C:3]2[CH:13]=[CH:12][CH:11]=[CH:10][C:4]=2[S:5][C:6]=1[C:7](O)=[O:8].B, predict the reaction product. The product is: [Cl:1][C:2]1[C:3]2[CH:13]=[CH:12][CH:11]=[CH:10][C:4]=2[S:5][C:6]=1[CH2:7][OH:8].